From a dataset of NCI-60 drug combinations with 297,098 pairs across 59 cell lines. Regression. Given two drug SMILES strings and cell line genomic features, predict the synergy score measuring deviation from expected non-interaction effect. (1) Drug 1: C1=NC2=C(N1)C(=S)N=CN2. Drug 2: B(C(CC(C)C)NC(=O)C(CC1=CC=CC=C1)NC(=O)C2=NC=CN=C2)(O)O. Cell line: HOP-92. Synergy scores: CSS=70.4, Synergy_ZIP=-7.12, Synergy_Bliss=-0.568, Synergy_Loewe=-2.67, Synergy_HSA=-0.477. (2) Drug 1: CCCCCOC(=O)NC1=NC(=O)N(C=C1F)C2C(C(C(O2)C)O)O. Drug 2: C1CC(=O)NC(=O)C1N2C(=O)C3=CC=CC=C3C2=O. Cell line: SNB-19. Synergy scores: CSS=-5.14, Synergy_ZIP=5.29, Synergy_Bliss=5.32, Synergy_Loewe=-2.90, Synergy_HSA=-3.27. (3) Drug 2: C1=CC(=CC=C1CCCC(=O)O)N(CCCl)CCCl. Drug 1: CC(CN1CC(=O)NC(=O)C1)N2CC(=O)NC(=O)C2. Synergy scores: CSS=33.3, Synergy_ZIP=-1.82, Synergy_Bliss=3.13, Synergy_Loewe=2.37, Synergy_HSA=6.50. Cell line: OVCAR-8. (4) Drug 1: CC(C)CN1C=NC2=C1C3=CC=CC=C3N=C2N. Drug 2: C(CN)CNCCSP(=O)(O)O. Cell line: MDA-MB-231. Synergy scores: CSS=4.43, Synergy_ZIP=-3.18, Synergy_Bliss=-3.13, Synergy_Loewe=-8.03, Synergy_HSA=-1.26.